This data is from Reaction yield outcomes from USPTO patents with 853,638 reactions. The task is: Predict the reaction yield, written as a fraction of the theoretical maximum amount of product (1.0 means a 100% yield; for example, 0.34 means a 34% yield). (1) The reactants are [C:1]([C:3]1[CH:8]=[CH:7][C:6]([C@@H:9]([NH:14][CH2:15][C:16]2[CH:21]=[N:20][C:19]([CH3:22])=[C:18]3[O:23]C(C)(C)[O:25][CH2:26][C:17]=23)[CH2:10][C:11]([OH:13])=[O:12])=[CH:5][CH:4]=1)#[N:2].C(O)=O. The catalyst is O. The product is [C:1]([C:3]1[CH:4]=[CH:5][C:6]([C@@H:9]([NH:14][CH2:15][C:16]2[CH:21]=[N:20][C:19]([CH3:22])=[C:18]([OH:23])[C:17]=2[CH2:26][OH:25])[CH2:10][C:11]([OH:13])=[O:12])=[CH:7][CH:8]=1)#[N:2]. The yield is 0.730. (2) The catalyst is CN(C)C=O. The reactants are [Cl:1][C:2]1[C:3]([C:11]([O:13][CH2:14][CH3:15])=[O:12])=[N:4][CH:5]=[C:6]([CH:10]=1)[C:7]([OH:9])=O.[F:16][C:17]1[CH:29]=[CH:28][C:20]([CH2:21][N:22]2[CH2:27][CH2:26][NH:25][CH2:24][CH2:23]2)=[CH:19][CH:18]=1.C(N(CC)CC)C.CN(C(ON1N=NC2C=CC=NC1=2)=[N+](C)C)C.F[P-](F)(F)(F)(F)F. The product is [Cl:1][C:2]1[C:3]([C:11]([O:13][CH2:14][CH3:15])=[O:12])=[N:4][CH:5]=[C:6]([C:7]([N:25]2[CH2:24][CH2:23][N:22]([CH2:21][C:20]3[CH:28]=[CH:29][C:17]([F:16])=[CH:18][CH:19]=3)[CH2:27][CH2:26]2)=[O:9])[CH:10]=1. The yield is 0.750.